Dataset: Reaction yield outcomes from USPTO patents with 853,638 reactions. Task: Predict the reaction yield, written as a fraction of the theoretical maximum amount of product (1.0 means a 100% yield; for example, 0.34 means a 34% yield). (1) The reactants are [C:1]([OH:4])(=O)[CH3:2].Cl.[CH3:6][CH:7]([O:9][C:10]1[CH:17]=[CH:16][C:15]([CH:18]2[N:22](C3C(C)=C4C(=CC=3)CNCC4)[N:21]=[CH:20][S:19]2)=[CH:14][C:11]=1[C:12]#[N:13])[CH3:8].[CH2:34](O)[CH:35](O)[CH:36]=O.C(O[BH-](O[C:50](=O)[CH3:51])OC(=O)C)(=O)C.[Na+].[C:54](=[O:57])([O-])O.[Na+]. The catalyst is C1COCC1.ClCCCl. The product is [OH:4][CH:1]([CH2:54][OH:57])[CH2:2][N:13]1[CH2:12][CH2:11][C:36]2[C:35](=[CH:6][CH:7]=[C:8]([C:20]3[S:19][C:18]([C:15]4[CH:16]=[CH:17][C:10]([O:9][CH:7]([CH3:6])[CH3:8])=[C:11]([CH:14]=4)[C:12]#[N:13])=[N:22][N:21]=3)[C:50]=2[CH3:51])[CH2:34]1. The yield is 0.300. (2) The reactants are C([O:4][C:5]1[CH:14]=[CH:13][C:8]([C:9]([O:11][CH3:12])=[O:10])=[CH:7][CH:6]=1)C=C.Cl.CN(C)[C:18]1[CH:23]=CC=C[CH:19]=1. No catalyst specified. The product is [OH:4][C:5]1[CH:6]=[CH:7][C:8]([C:9]([O:11][CH3:12])=[O:10])=[CH:13][C:14]=1[CH2:23][CH:18]=[CH2:19]. The yield is 0.640. (3) The reactants are C([N:4]1[CH2:9][C:8](=[O:10])[NH:7][C:6](=[CH:11][C:12]2[CH:17]=[CH:16][C:15]([O:18][CH2:19][C:20]3[CH:25]=[CH:24][CH:23]=[CH:22][CH:21]=3)=[CH:14][N:13]=2)[C:5]1=[O:26])(=O)C.[CH:27](=O)[C:28]1[CH:33]=[CH:32][CH:31]=[CH:30][CH:29]=1.C(N(CC)CC)C. The catalyst is CN(C)C=O. The product is [CH2:19]([O:18][C:15]1[CH:16]=[CH:17][C:12]([CH:11]=[C:6]2[NH:7][C:8](=[O:10])[C:9](=[CH:27][C:28]3[CH:33]=[CH:32][CH:31]=[CH:30][CH:29]=3)[NH:4][C:5]2=[O:26])=[N:13][CH:14]=1)[C:20]1[CH:21]=[CH:22][CH:23]=[CH:24][CH:25]=1. The yield is 0.830. (4) The yield is 0.590. The product is [CH:24]([O:37][C:38]1[C:39]2[C:51](=[O:52])[N:50]([CH2:53][C:54]3[CH:59]=[CH:58][C:57]([F:60])=[CH:56][CH:55]=3)[CH2:49][C:40]=2[C:41]([O:48][S:20]([C:17]2[CH:18]=[N:19][C:14]([N:8]3[CH2:9][CH2:10][O:11][CH2:12][CH2:13]3)=[CH:15][CH:16]=2)(=[O:22])=[O:21])=[C:42]2[C:47]=1[N:46]=[CH:45][CH:44]=[CH:43]2)([C:25]1[CH:30]=[CH:29][CH:28]=[CH:27][CH:26]=1)[C:31]1[CH:32]=[CH:33][CH:34]=[CH:35][CH:36]=1. The catalyst is CN(C1C=CN=CC=1)C.CCOC(C)=O. The reactants are C(N(CC)CC)C.[N:8]1([C:14]2[N:19]=[CH:18][C:17]([S:20](Cl)(=[O:22])=[O:21])=[CH:16][CH:15]=2)[CH2:13][CH2:12][O:11][CH2:10][CH2:9]1.[CH:24]([O:37][C:38]1[C:39]2[C:51](=[O:52])[N:50]([CH2:53][C:54]3[CH:59]=[CH:58][C:57]([F:60])=[CH:56][CH:55]=3)[CH2:49][C:40]=2[C:41]([OH:48])=[C:42]2[C:47]=1[N:46]=[CH:45][CH:44]=[CH:43]2)([C:31]1[CH:36]=[CH:35][CH:34]=[CH:33][CH:32]=1)[C:25]1[CH:30]=[CH:29][CH:28]=[CH:27][CH:26]=1.CCOC(C)=O.CCCCCC. (5) The reactants are CN(C(ON1N=NC2C=CC=NC1=2)=[N+](C)C)C.F[P-](F)(F)(F)(F)F.Cl.[F:26][C:27]1[CH:28]=[C:29]([NH:40][C:41]([C@H:43]2[C:52]3[C:47](=[CH:48][C:49]([O:53][CH3:54])=[CH:50][CH:51]=3)[CH2:46][CH2:45][NH:44]2)=[O:42])[CH:30]=[C:31]([F:39])[C:32]=1[C:33]([CH3:38])([CH3:37])[CH2:34][O:35][CH3:36].[C:55]([O:59][C:60](=[O:69])[CH2:61][C@@H:62]1[CH2:65][C@H:64]([C:66](O)=[O:67])[CH2:63]1)([CH3:58])([CH3:57])[CH3:56].CCN(C(C)C)C(C)C. The catalyst is CN(C=O)C.O. The product is [F:26][C:27]1[CH:28]=[C:29]([NH:40][C:41]([C@H:43]2[C:52]3[C:47](=[CH:48][C:49]([O:53][CH3:54])=[CH:50][CH:51]=3)[CH2:46][CH2:45][N:44]2[C:66]([C@@H:64]2[CH2:63][C@H:62]([CH2:61][C:60]([O:59][C:55]([CH3:58])([CH3:57])[CH3:56])=[O:69])[CH2:65]2)=[O:67])=[O:42])[CH:30]=[C:31]([F:39])[C:32]=1[C:33]([CH3:37])([CH3:38])[CH2:34][O:35][CH3:36]. The yield is 0.734. (6) The reactants are [CH:1]([CH:3]=[O:4])=O.[F:5][C:6]1[C:7]([NH2:12])=[N:8][CH:9]=[CH:10][CH:11]=1.[C:13]([O-])(O)=[O:14].[Na+]. The catalyst is CO. The product is [CH3:13][O:14][C:3](=[O:4])[CH2:1][NH:12][C:7]1[C:6]([F:5])=[CH:11][CH:10]=[CH:9][N:8]=1. The yield is 0.310. (7) The reactants are [C:1]([O-:4])([O-])=O.[Cs+].[Cs+].F[C:8]1[CH:23]=[CH:22][C:21]([O:24][C:25]([F:28])([F:27])[F:26])=[CH:20][C:9]=1[C:10]([NH:12][C:13]1[CH:18]=[CH:17][NH:16][C:15](=[O:19])[CH:14]=1)=[O:11].[F:29][C:30]1[CH:35]=[CH:34][C:33](O)=[CH:32][C:31]=1C. The catalyst is CN(C=O)C. The product is [F:29][C:30]1[CH:35]=[CH:34][C:1]([O:4][C:8]2[CH:23]=[CH:22][C:21]([O:24][C:25]([F:28])([F:27])[F:26])=[CH:20][C:9]=2[C:10]([NH:12][C:13]2[CH:18]=[CH:17][NH:16][C:15](=[O:19])[CH:14]=2)=[O:11])=[C:32]([CH3:33])[CH:31]=1. The yield is 0.430. (8) The reactants are [CH3:1][C:2]1[NH:10][C:9]2[C:8](=[O:11])[NH:7][C:6]([NH:12]C(=O)OC)=[N:5][C:4]=2[CH:3]=1.CC(O)=O. The catalyst is [OH-].[Na+]. The product is [NH2:12][C:6]1[NH:7][C:8](=[O:11])[C:9]2[NH:10][C:2]([CH3:1])=[CH:3][C:4]=2[N:5]=1. The yield is 0.920. (9) The reactants are [Cl:1][C:2]1[CH:3]=[C:4]([C:10]2([C:27]([F:30])([F:29])[F:28])[CH2:14][CH2:13][N:12]([C:15]3[N:20]=[C:19]([C:21]([F:24])([F:23])[F:22])[C:18]([CH2:25][NH2:26])=[CH:17][N:16]=3)[CH2:11]2)[CH:5]=[C:6]([Cl:9])[C:7]=1[Cl:8].C(N(CC)CC)C.[C:38](O)(=[O:41])[CH2:39][CH3:40]. The catalyst is ClCCl. The product is [Cl:1][C:2]1[CH:3]=[C:4]([C:10]2([C:27]([F:28])([F:29])[F:30])[CH2:14][CH2:13][N:12]([C:15]3[N:20]=[C:19]([C:21]([F:23])([F:24])[F:22])[C:18]([CH2:25][NH:26][C:38](=[O:41])[CH2:39][CH3:40])=[CH:17][N:16]=3)[CH2:11]2)[CH:5]=[C:6]([Cl:9])[C:7]=1[Cl:8]. The yield is 0.900. (10) The reactants are [CH3:1][O:2][C:3](=[O:20])[CH:4]([O:13][C:14]1[CH:19]=[CH:18][CH:17]=[CH:16][CH:15]=1)[CH2:5][C:6]1[CH:11]=[CH:10][C:9]([OH:12])=[CH:8][CH:7]=1.Br[CH2:22][CH2:23][CH2:24][O:25][C:26]1[CH:31]=[CH:30][C:29]([O:32][C:33]2[CH:38]=[CH:37][CH:36]=[CH:35][CH:34]=2)=[CH:28][CH:27]=1.CC(C)([O-])C.[K+]. The catalyst is CN(C=O)C. The product is [CH3:1][O:2][C:3](=[O:20])[CH:4]([O:13][C:14]1[CH:15]=[CH:16][CH:17]=[CH:18][CH:19]=1)[CH2:5][C:6]1[CH:11]=[CH:10][C:9]([O:12][CH2:22][CH2:23][CH2:24][O:25][C:26]2[CH:31]=[CH:30][C:29]([O:32][C:33]3[CH:38]=[CH:37][CH:36]=[CH:35][CH:34]=3)=[CH:28][CH:27]=2)=[CH:8][CH:7]=1. The yield is 0.230.